Dataset: Reaction yield outcomes from USPTO patents with 853,638 reactions. Task: Predict the reaction yield, written as a fraction of the theoretical maximum amount of product (1.0 means a 100% yield; for example, 0.34 means a 34% yield). (1) The reactants are Cl.C(OC([N:9]1[CH2:14][CH2:13][CH:12]([NH:15][S:16]([C:19]2[CH:24]=[CH:23][C:22]([N+:25]([O-:27])=[O:26])=[CH:21][CH:20]=2)(=[O:18])=[O:17])[CH2:11][CH2:10]1)=O)(C)(C)C. The catalyst is O1CCOCC1. The product is [N+:25]([C:22]1[CH:21]=[CH:20][C:19]([S:16]([NH:15][CH:12]2[CH2:13][CH2:14][NH:9][CH2:10][CH2:11]2)(=[O:17])=[O:18])=[CH:24][CH:23]=1)([O-:27])=[O:26]. The yield is 1.00. (2) The reactants are B(O)O.[C:4]([O:8][C:9](=[O:11])[NH2:10])([CH3:7])([CH3:6])[CH3:5].[C:12]([O:16][C:17]([N:19]1[CH2:23][CH2:22][CH2:21][CH:20]1[C:24]1[NH:25][C:26]([C:29]2[CH:34]=[CH:33][C:32](Br)=[CH:31][CH:30]=2)=[CH:27][N:28]=1)=[O:18])([CH3:15])([CH3:14])[CH3:13].C([O-])([O-])=O.[K+].[K+]. The catalyst is C1C=CC([P]([Pd]([P](C2C=CC=CC=2)(C2C=CC=CC=2)C2C=CC=CC=2)([P](C2C=CC=CC=2)(C2C=CC=CC=2)C2C=CC=CC=2)[P](C2C=CC=CC=2)(C2C=CC=CC=2)C2C=CC=CC=2)(C2C=CC=CC=2)C2C=CC=CC=2)=CC=1.COCCOC.O. The product is [C:4]([O:8][C:9]([N:10]1[CH2:23][CH2:22][CH2:21][CH:20]1[C:24]1[NH:25][C:26]([C:29]2[CH:34]=[CH:33][C:32]([C:32]3[CH:31]=[CH:30][C:29]([C:26]4[NH:25][C:24]([C:20]5([NH:19][C:17]([O:16][C:12]([CH3:14])([CH3:15])[CH3:13])=[O:18])[CH2:21][CH2:22][CH2:23]5)=[N:28][CH:27]=4)=[CH:34][CH:33]=3)=[CH:31][CH:30]=2)=[CH:27][N:28]=1)=[O:11])([CH3:7])([CH3:6])[CH3:5]. The yield is 0.0900. (3) The reactants are [Cl:1][C:2]1[CH:7]=[CH:6][C:5]([C:8]2[C:13]([CH:14]=[O:15])=[CH:12][N:11]=[CH:10][CH:9]=2)=[C:4]([F:16])[CH:3]=1.[Si]([C:21]([F:24])([F:23])[F:22])(C)(C)C.CCCC[N+](CCCC)(CCCC)CCCC.[F-].O. The catalyst is ClCCl. The product is [Cl:1][C:2]1[CH:7]=[CH:6][C:5]([C:8]2[CH:9]=[CH:10][N:11]=[CH:12][C:13]=2[CH:14]([OH:15])[C:21]([F:24])([F:23])[F:22])=[C:4]([F:16])[CH:3]=1. The yield is 0.350. (4) The yield is 0.950. The product is [C:11]1([N:1]2[C:5]3[CH:6]=[CH:7][CH:8]=[CH:9][C:4]=3[N:3]=[N:2]2)[CH:16]=[CH:15][CH:14]=[CH:13][CH:12]=1. The catalyst is [Cu]I.CCCCCC.C(OCC)(=O)C.CN(C)C=O. The reactants are [NH:1]1[C:5]2[CH:6]=[CH:7][CH:8]=[CH:9][C:4]=2[N:3]=[N:2]1.I[C:11]1[CH:16]=[CH:15][CH:14]=[CH:13][CH:12]=1.[O-]P([O-])([O-])=O.[K+].[K+].[K+].CN[C@@H]1CCCC[C@H]1NC. (5) The reactants are [OH:1][C:2]1[CH:9]=[CH:8][C:5]([CH:6]=[O:7])=[CH:4][C:3]=1[O:10][CH3:11].C(=O)([O-])[O-].[Li+].[Li+].F[C:19]1[C:28]2[C:23](=[CH:24][CH:25]=[CH:26][CH:27]=2)[C:22]([C:29]#[N:30])=[CH:21][CH:20]=1.O. The catalyst is CS(C)=O. The product is [CH:6]([C:5]1[CH:8]=[CH:9][C:2]([O:1][C:19]2[C:28]3[C:23](=[CH:24][CH:25]=[CH:26][CH:27]=3)[C:22]([C:29]#[N:30])=[CH:21][CH:20]=2)=[C:3]([O:10][CH3:11])[CH:4]=1)=[O:7]. The yield is 0.850. (6) The reactants are Br[C:2]1[CH:3]=[C:4]2[C:9](=[CH:10][CH:11]=1)[N:8]([C:12](=[O:14])[CH3:13])[C@@H:7]([CH3:15])[CH2:6][NH:5]2.CC1(C)C(C)(C)OB([C:24]2[CH:44]=[CH:43][C:27]([C:28]([N:30]3[CH2:35][CH2:34][N:33]([C:36]([O:38][C:39]([CH3:42])([CH3:41])[CH3:40])=[O:37])[CH2:32][CH2:31]3)=[O:29])=[CH:26][CH:25]=2)O1.C(=O)(O)[O-].[Na+]. The catalyst is O1CCOCC1.C1(C=CC=CC=1)[P](C1C=CC=CC=1)(C1C=CC=CC=1)[Pd][P](C1C=CC=CC=1)(C1C=CC=CC=1)C1C=CC=CC=1. The product is [C:12]([N:8]1[C:9]2[C:4](=[CH:3][C:2]([C:24]3[CH:44]=[CH:43][C:27]([C:28]([N:30]4[CH2:31][CH2:32][N:33]([C:36]([O:38][C:39]([CH3:40])([CH3:42])[CH3:41])=[O:37])[CH2:34][CH2:35]4)=[O:29])=[CH:26][CH:25]=3)=[CH:11][CH:10]=2)[NH:5][CH2:6][C@@H:7]1[CH3:15])(=[O:14])[CH3:13]. The yield is 0.830. (7) The reactants are [CH2:1]([O:8][C:9](=[O:18])[CH:10]([C:12]1[CH:17]=[CH:16][CH:15]=[CH:14][CH:13]=1)[CH3:11])[C:2]1[CH:7]=[CH:6][CH:5]=[CH:4][CH:3]=1.[CH2:19](Br)[CH:20]=[CH2:21].[I-].[Li+].C[Si](C)(C)[N-][Si](C)(C)C.[Li+]. The catalyst is O1CCCC1. The product is [CH3:11][C:10]([C:12]1[CH:17]=[CH:16][CH:15]=[CH:14][CH:13]=1)([CH2:21][CH:20]=[CH2:19])[C:9]([O:8][CH2:1][C:2]1[CH:3]=[CH:4][CH:5]=[CH:6][CH:7]=1)=[O:18]. The yield is 0.990. (8) The reactants are C(OC1C=CN(CC(C2C=CC(C[Br:25])=CC=2C)=O)C(=O)C=1)C1C=CC=CC=1.[F:28][C:29]1[CH:30]=[CH:31][C:32]([CH2:35][O:36][C:37]2[CH:42]=[CH:41][N:40]([CH2:43][C:44]([C:46]3[CH:51]=[CH:50][C:49]([CH2:52]O)=[CH:48][C:47]=3[CH3:54])=[O:45])[C:39](=[O:55])[CH:38]=2)=[N:33][CH:34]=1.C(OC1C=CN(CC(C2C=CC(CO)=CC=2C)=O)C(=O)C=1)C1C=CC=CC=1. No catalyst specified. The product is [Br:25][CH2:52][C:49]1[CH:50]=[CH:51][C:46]([C:44](=[O:45])[CH2:43][N:40]2[CH:41]=[CH:42][C:37]([O:36][CH2:35][C:32]3[CH:31]=[CH:30][C:29]([F:28])=[CH:34][N:33]=3)=[CH:38][C:39]2=[O:55])=[C:47]([CH3:54])[CH:48]=1. The yield is 0.930. (9) The reactants are Cl[CH:2]([O:6][C:7]([NH:9][CH2:10][C:11]1([CH2:17][C:18]([OH:20])=[O:19])[CH2:16][CH2:15][CH2:14][CH2:13][CH2:12]1)=[O:8])[CH:3]([CH3:5])[CH3:4].N12CCCN=C1CCCCC2.[C:32]([OH:40])(=[O:39])[C:33]1[CH:38]=[CH:37][CH:36]=[N:35][CH:34]=1. The catalyst is CC(C)=O. The product is [C:32]([O:40][CH:2]([O:6][C:7]([NH:9][CH2:10][C:11]1([CH2:17][C:18]([OH:20])=[O:19])[CH2:16][CH2:15][CH2:14][CH2:13][CH2:12]1)=[O:8])[CH:3]([CH3:5])[CH3:4])(=[O:39])[C:33]1[CH:38]=[CH:37][CH:36]=[N:35][CH:34]=1. The yield is 0.140.